From a dataset of Full USPTO retrosynthesis dataset with 1.9M reactions from patents (1976-2016). Predict the reactants needed to synthesize the given product. (1) Given the product [NH:38]1[C:34]([C:22]2[C:21]3[C:25](=[CH:26][CH:27]=[C:19]([C:16]4[C:17]([CH3:18])=[C:12]([CH2:11][NH:3][CH2:1][CH3:2])[CH:13]=[N:14][CH:15]=4)[CH:20]=3)[NH:24][N:23]=2)=[CH:35][N:36]=[CH:37]1, predict the reactants needed to synthesize it. The reactants are: [CH2:1]([N:3]([CH2:11][C:12]1[CH:13]=[N:14][CH:15]=[C:16]([C:19]2[CH:20]=[C:21]3[C:25](=[CH:26][CH:27]=2)[N:24](C2CCCCO2)[N:23]=[C:22]3[C:34]2[NH:38][CH:37]=[N:36][CH:35]=2)[C:17]=1[CH3:18])C(=O)OC(C)(C)C)[CH3:2].C([SiH](CC)CC)C.FC(F)(F)C(O)=O. (2) Given the product [C:1]([C:3]1[C:4]2[N:13]([CH:14]3[CH2:18][CH2:17][CH2:16][CH2:15]3)[CH:12]=[C:11]([NH:19][C:20]3[CH:21]=[C:22]([CH:26]=[CH:27][CH:28]=3)[C:23]([NH2:31])=[O:25])[C:5]=2[C:6]([O:9][CH3:10])=[N:7][CH:8]=1)#[N:2], predict the reactants needed to synthesize it. The reactants are: [C:1]([C:3]1[C:4]2[N:13]([CH:14]3[CH2:18][CH2:17][CH2:16][CH2:15]3)[CH:12]=[C:11]([NH:19][C:20]3[CH:21]=[C:22]([CH:26]=[CH:27][CH:28]=3)[C:23]([OH:25])=O)[C:5]=2[C:6]([O:9][CH3:10])=[N:7][CH:8]=1)#[N:2].CC[N:31]=C=NCCCN(C)C.Cl.O. (3) Given the product [Cl:1][C:2]1[CH:7]=[CH:6][C:5]([C:8]2[S:12][C:11]3[C:13](=[O:14])[NH:19][N:20]=[CH:16][C:10]=3[CH:9]=2)=[CH:4][CH:3]=1, predict the reactants needed to synthesize it. The reactants are: [Cl:1][C:2]1[CH:7]=[CH:6][C:5]([C:8]2[S:12][C:11]([C:13](O)=[O:14])=[C:10]([CH:16]=O)[CH:9]=2)=[CH:4][CH:3]=1.O.[NH2:19][NH2:20].Cl.C([O-])(O)=O.[Na+]. (4) The reactants are: C([O:9][C@H:10]1[C@:14]([F:16])([CH3:15])[C@H:13]([N:17]2[CH:25]=[N:24][C:23]3[C:18]2=[N:19][C:20]([NH2:27])=[N:21][C:22]=3Cl)[O:12][C@@H:11]1[CH2:28][O:29]C(=O)C1C=CC=CC=1)(=O)C1C=CC=CC=1.[CH3:38][NH:39][CH2:40][CH2:41][CH3:42]. Given the product [NH2:27][C:20]1[N:19]=[C:18]2[C:23]([N:24]=[CH:25][N:17]2[C@@H:13]2[O:12][C@H:11]([CH2:28][OH:29])[C@@H:10]([OH:9])[C@:14]2([F:16])[CH3:15])=[C:22]([N:39]([CH2:40][CH2:41][CH3:42])[CH3:38])[N:21]=1, predict the reactants needed to synthesize it. (5) Given the product [C:22]([O:21][C:19]([NH:18][CH2:17][C@H:14]1[CH2:15][CH2:16][C@H:11]([C:9]([NH:8][C@H:7]([C:26]([OH:28])=[O:27])[CH2:6][C:5]2[CH:29]=[CH:30][C:2]([C:40]3[C:41]([CH3:43])=[N:42][C:37]([C:35](=[O:36])[NH:34][CH:31]([CH3:32])[CH3:33])=[CH:38][CH:39]=3)=[CH:3][CH:4]=2)=[O:10])[CH2:12][CH2:13]1)=[O:20])([CH3:25])([CH3:24])[CH3:23], predict the reactants needed to synthesize it. The reactants are: Br[C:2]1[CH:30]=[CH:29][C:5]([CH2:6][C@@H:7]([C:26]([OH:28])=[O:27])[NH:8][C:9]([C@H:11]2[CH2:16][CH2:15][C@H:14]([CH2:17][NH:18][C:19]([O:21][C:22]([CH3:25])([CH3:24])[CH3:23])=[O:20])[CH2:13][CH2:12]2)=[O:10])=[CH:4][CH:3]=1.[CH:31]([NH:34][C:35]([C:37]1[N:42]=[C:41]([CH3:43])[C:40](OB(O)O)=[CH:39][CH:38]=1)=[O:36])([CH3:33])[CH3:32].C(=O)([O-])[O-].[Na+].[Na+]. (6) Given the product [CH3:7][O:8][C:9]1[CH:10]=[C:11]([NH:24][C:25](=[O:39])[C@H:26]([NH:31][C:32](=[O:38])[O:33][C:34]([CH3:37])([CH3:36])[CH3:35])[CH2:27][CH:28]([CH3:30])[CH3:29])[CH:12]=[CH:13][C:14]=1[C:2]1[S:6][CH:5]=[N:4][CH:3]=1, predict the reactants needed to synthesize it. The reactants are: Br[C:2]1[S:6][CH:5]=[N:4][CH:3]=1.[CH3:7][O:8][C:9]1[CH:10]=[C:11]([NH:24][C:25](=[O:39])[C@H:26]([NH:31][C:32](=[O:38])[O:33][C:34]([CH3:37])([CH3:36])[CH3:35])[CH2:27][CH:28]([CH3:30])[CH3:29])[CH:12]=[CH:13][C:14]=1B1OC(C)(C)C(C)(C)O1.P([O-])([O-])([O-])=O.[K+].[K+].[K+].C([O-])(O)=O.[Na+].